Dataset: Catalyst prediction with 721,799 reactions and 888 catalyst types from USPTO. Task: Predict which catalyst facilitates the given reaction. (1) Reactant: [CH2:1]([O:13][C:14]1[CH:19]=[CH:18][C:17]([C:20]#[C:21]C(C)(O)C)=[CH:16][CH:15]=1)[CH2:2][CH2:3][CH2:4][CH2:5][CH2:6][CH2:7][CH2:8][CH2:9][CH2:10][CH2:11][CH3:12].[OH-].[Na+]. Product: [C:20]([C:17]1[CH:18]=[CH:19][C:14]([O:13][CH2:1][CH2:2][CH2:3][CH2:4][CH2:5][CH2:6][CH2:7][CH2:8][CH2:9][CH2:10][CH2:11][CH3:12])=[CH:15][CH:16]=1)#[CH:21]. The catalyst class is: 11. (2) Reactant: [Cl:1][C:2]1[CH:3]=[C:4]([C:12]2[N:16]=[C:15]([C:17]3[CH:25]=[CH:24][CH:23]=[C:22]4[C:18]=3[CH:19]=[CH:20][NH:21]4)[O:14][N:13]=2)[CH:5]=[CH:6][C:7]=1[O:8][CH:9]([CH3:11])[CH3:10].[H-].[Na+].Br[CH2:29][CH2:30][CH2:31][C:32]([O:34][C:35]([CH3:38])([CH3:37])[CH3:36])=[O:33]. Product: [Cl:1][C:2]1[CH:3]=[C:4]([C:12]2[N:16]=[C:15]([C:17]3[CH:25]=[CH:24][CH:23]=[C:22]4[C:18]=3[CH:19]=[CH:20][N:21]4[CH2:29][CH2:30][CH2:31][C:32]([O:34][C:35]([CH3:38])([CH3:37])[CH3:36])=[O:33])[O:14][N:13]=2)[CH:5]=[CH:6][C:7]=1[O:8][CH:9]([CH3:11])[CH3:10]. The catalyst class is: 3. (3) Reactant: [CH3:1][C:2]#[N:3].CC(O)C.C(=O)=O.[Li]CCCC.[CH2:16]([O:19][C:20]1[CH:36]=[CH:35][CH:34]=[CH:33][C:21]=1[CH2:22][N:23]1[CH:27]=[C:26]([C:28]([O:30]CC)=O)[CH:25]=[N:24]1)[CH:17]=[CH2:18]. Product: [CH2:16]([O:19][C:20]1[CH:36]=[CH:35][CH:34]=[CH:33][C:21]=1[CH2:22][N:23]1[CH:27]=[C:26]([C:28](=[O:30])[CH2:1][C:2]#[N:3])[CH:25]=[N:24]1)[CH:17]=[CH2:18]. The catalyst class is: 1. (4) Reactant: [C:1]([OH:9])(=[O:8])[C:2]1[CH:7]=[CH:6][CH:5]=[N:4][CH:3]=1.C(=O)([O-])[O-].[Cs+].[Cs+].[I-].[Cs+].[NH2:18][C:19](=[O:62])[C:20]([CH3:61])([CH3:60])[CH2:21][NH:22][C:23]([C@H:25]([CH:57]([CH3:59])[CH3:58])[CH2:26][C@@H:27]1[O:31][CH2:30][N:29]([C:32]([O:34][CH2:35]Cl)=[O:33])[C@H:28]1[CH2:37][C@H:38]([CH2:42][C:43]1[CH:48]=[CH:47][C:46]([O:49][CH3:50])=[C:45]([O:51][CH2:52][CH2:53][CH2:54][O:55][CH3:56])[CH:44]=1)[CH:39]([CH3:41])[CH3:40])=[O:24]. Product: [NH2:18][C:19](=[O:62])[C:20]([CH3:60])([CH3:61])[CH2:21][NH:22][C:23]([C@H:25]([CH:57]([CH3:58])[CH3:59])[CH2:26][C@@H:27]1[O:31][CH2:30][N:29]([C:32]([O:34][CH2:35][O:8][C:1](=[O:9])[C:2]2[CH:7]=[CH:6][CH:5]=[N:4][CH:3]=2)=[O:33])[C@H:28]1[CH2:37][C@H:38]([CH2:42][C:43]1[CH:48]=[CH:47][C:46]([O:49][CH3:50])=[C:45]([O:51][CH2:52][CH2:53][CH2:54][O:55][CH3:56])[CH:44]=1)[CH:39]([CH3:40])[CH3:41])=[O:24]. The catalyst class is: 136. (5) Reactant: [CH2:1]([C:3]1OC(=O)[CH:6]=[C:5]([O:10][CH3:11])[CH:4]=1)[CH3:2].[CH3:12][O:13][C:14]([C:16]#[C:17][C:18]([O:20][CH3:21])=[O:19])=[O:15]. Product: [CH3:12][O:13][C:14](=[O:15])[C:16]1[C:17](=[C:3]([CH2:1][CH3:2])[CH:4]=[C:5]([O:10][CH3:11])[CH:6]=1)[C:18]([O:20][CH3:21])=[O:19]. The catalyst class is: 4. (6) Reactant: [H-].[Na+].[C:3]([O:22][CH2:23][CH2:24][O:25][CH2:26][CH2:27][O:28][CH2:29][CH2:30][O:31][CH2:32][CH2:33][O:34][CH2:35][CH2:36][O:37][C:38]1[CH:39]=[C:40]([OH:45])[CH:41]=[C:42]([OH:44])[CH:43]=1)([C:16]1[CH:21]=[CH:20][CH:19]=[CH:18][CH:17]=1)([C:10]1[CH:15]=[CH:14][CH:13]=[CH:12][CH:11]=1)[C:4]1[CH:9]=[CH:8][CH:7]=[CH:6][CH:5]=1.Br[CH2:47][CH2:48][O:49][CH2:50][CH2:51][O:52][CH2:53][CH2:54][O:55][CH2:56][CH2:57][O:58][CH2:59][CH2:60][O:61][CH2:62][C:63]1[CH:68]=[CH:67][CH:66]=[CH:65][CH:64]=1. Product: [CH2:62]([O:61][CH2:60][CH2:59][O:58][CH2:57][CH2:56][O:55][CH2:54][CH2:53][O:52][CH2:51][CH2:50][O:49][CH2:48][CH2:47][O:45][C:40]1[CH:39]=[C:38]([O:37][CH2:36][CH2:35][O:34][CH2:33][CH2:32][O:31][CH2:30][CH2:29][O:28][CH2:27][CH2:26][O:25][CH2:24][CH2:23][O:22][C:3]([C:16]2[CH:17]=[CH:18][CH:19]=[CH:20][CH:21]=2)([C:10]2[CH:11]=[CH:12][CH:13]=[CH:14][CH:15]=2)[C:4]2[CH:5]=[CH:6][CH:7]=[CH:8][CH:9]=2)[CH:43]=[C:42]([O:44][CH2:36][CH2:35][O:34][CH2:33][CH2:32][O:31][CH2:30][CH2:29][O:28][CH2:27][CH2:26][O:25][CH2:24][CH2:23][O:22][CH2:3][C:4]2[CH:5]=[CH:6][CH:7]=[CH:8][CH:9]=2)[CH:41]=1)[C:63]1[CH:68]=[CH:67][CH:66]=[CH:65][CH:64]=1. The catalyst class is: 118. (7) Reactant: [OH:1][C:2]1[CH:7]=[CH:6][C:5]([C:8](=[O:41])[CH2:9][CH2:10][C:11]2[S:15][C:14]([C:16]3[CH:21]=[CH:20][C:19]([C:22]([F:25])([F:24])[F:23])=[CH:18][CH:17]=3)=[N:13][C:12]=2[CH2:26][N:27]2[CH2:32][CH2:31][N:30]([C:33]3[CH:38]=[CH:37][C:36]([O:39][CH3:40])=[CH:35][CH:34]=3)[CH2:29][CH2:28]2)=[CH:4][C:3]=1[CH3:42].Br[C:44]([CH3:51])([CH3:50])[C:45]([O:47][CH2:48][CH3:49])=[O:46].C(=O)([O-])[O-].[K+].[K+]. Product: [CH3:40][O:39][C:36]1[CH:35]=[CH:34][C:33]([N:30]2[CH2:29][CH2:28][N:27]([CH2:26][C:12]3[N:13]=[C:14]([C:16]4[CH:17]=[CH:18][C:19]([C:22]([F:25])([F:23])[F:24])=[CH:20][CH:21]=4)[S:15][C:11]=3[CH2:10][CH2:9][C:8]([C:5]3[CH:6]=[CH:7][C:2]([O:1][C:44]([CH3:51])([CH3:50])[C:45]([O:47][CH2:48][CH3:49])=[O:46])=[C:3]([CH3:42])[CH:4]=3)=[O:41])[CH2:32][CH2:31]2)=[CH:38][CH:37]=1. The catalyst class is: 131. (8) Reactant: [CH3:1][C:2]1[CH:3]=[C:4]([CH:14]([N:16]2[C:24](=[O:25])[C:23]3[CH:22]=[CH:21][N:20]=[C:19]([C:26](O)=[O:27])[C:18]=3[CH2:17]2)[CH3:15])[CH:5]=[N:6][C:7]=1[O:8][CH2:9][C:10]([F:13])([F:12])[F:11].[Cl-].[NH4+].C([N:34](CC)C(C)C)(C)C.CN(C(ON1N=NC2C=CC=CC1=2)=[N+](C)C)C.F[P-](F)(F)(F)(F)F. Product: [CH3:1][C:2]1[CH:3]=[C:4]([CH:14]([N:16]2[C:24](=[O:25])[C:23]3[CH:22]=[CH:21][N:20]=[C:19]([C:26]([NH2:34])=[O:27])[C:18]=3[CH2:17]2)[CH3:15])[CH:5]=[N:6][C:7]=1[O:8][CH2:9][C:10]([F:11])([F:12])[F:13]. The catalyst class is: 23. (9) Reactant: [N:1]1([C:17](OC(C)(C)C)=O)[CH2:6][CH2:5][CH:4]([C:7]([O:9][CH2:10][C:11]2[CH:16]=[CH:15][CH:14]=[CH:13][CH:12]=2)=[O:8])[CH2:3][CH2:2]1.BrC[CH2:26][C:27]([O:29][CH2:30][CH3:31])=[O:28].CCN(C(C)C)C(C)C. Product: [CH2:30]([O:29][C:27](=[O:28])[CH2:26][CH2:17][N:1]1[CH2:2][CH2:3][CH:4]([C:7]([O:9][CH2:10][C:11]2[CH:12]=[CH:13][CH:14]=[CH:15][CH:16]=2)=[O:8])[CH2:5][CH2:6]1)[CH3:31]. The catalyst class is: 3. (10) Reactant: [OH:1][C:2]1[CH:3]=[C:4]([CH:7]=[C:8]([OH:10])[CH:9]=1)[CH2:5][OH:6].C([O-])([O-])=O.[K+].[K+].[CH:17]1([CH2:20]Br)[CH2:19][CH2:18]1.Cl. Product: [CH:17]1([CH2:20][O:1][C:2]2[CH:9]=[C:8]([OH:10])[CH:7]=[C:4]([CH2:5][OH:6])[CH:3]=2)[CH2:19][CH2:18]1. The catalyst class is: 18.